From a dataset of Peptide-MHC class II binding affinity with 134,281 pairs from IEDB. Regression. Given a peptide amino acid sequence and an MHC pseudo amino acid sequence, predict their binding affinity value. This is MHC class II binding data. (1) The peptide sequence is RIDTPEVLKGPFTVR. The MHC is HLA-DQA10401-DQB10402 with pseudo-sequence HLA-DQA10401-DQB10402. The binding affinity (normalized) is 0.0485. (2) The peptide sequence is DVFKLWLMWRAKGTTGFEAH. The MHC is HLA-DQA10301-DQB10302 with pseudo-sequence HLA-DQA10301-DQB10302. The binding affinity (normalized) is 0.